Dataset: Full USPTO retrosynthesis dataset with 1.9M reactions from patents (1976-2016). Task: Predict the reactants needed to synthesize the given product. (1) Given the product [Cl:16][C:17]1[CH:22]=[CH:21][CH:20]=[CH:19][C:18]=1[NH:23][C:24]([N:8]1[CH2:7][CH2:6][N:5]([C:9]([O:11][C:12]([CH3:15])([CH3:14])[CH3:13])=[O:10])[CH2:4][CH:3]1[CH2:2][OH:1])=[O:25], predict the reactants needed to synthesize it. The reactants are: [OH:1][CH2:2][CH:3]1[NH:8][CH2:7][CH2:6][N:5]([C:9]([O:11][C:12]([CH3:15])([CH3:14])[CH3:13])=[O:10])[CH2:4]1.[Cl:16][C:17]1[CH:22]=[CH:21][CH:20]=[CH:19][C:18]=1[N:23]=[C:24]=[O:25]. (2) The reactants are: [CH3:1][C:2]([Si:5]([CH3:29])([CH3:28])[O:6][CH2:7][CH:8]1[CH2:13][N:12](CC2C=CC=CC=2)[CH2:11][CH2:10][N:9]1CC1C=CC=CC=1)([CH3:4])[CH3:3]. Given the product [CH3:4][C:2]([Si:5]([CH3:29])([CH3:28])[O:6][CH2:7][CH:8]1[CH2:13][NH:12][CH2:11][CH2:10][NH:9]1)([CH3:1])[CH3:3], predict the reactants needed to synthesize it. (3) The reactants are: [CH2:1]([O:8][N:9]1[C:18]2[C:13](=[CH:14][C:15]([F:19])=[CH:16][N:17]=2)[C:12]([OH:20])=[C:11]([C:21]2[CH:26]=[CH:25][CH:24]=[CH:23][CH:22]=2)[C:10]1=[O:27])[C:2]1[CH:7]=[CH:6][CH:5]=[CH:4][CH:3]=1.[F:28][C:29]([F:42])([F:41])[S:30](O[S:30]([C:29]([F:42])([F:41])[F:28])(=[O:32])=[O:31])(=[O:32])=[O:31]. Given the product [F:28][C:29]([F:42])([F:41])[S:30]([O:20][C:12]1[C:13]2[C:18](=[N:17][CH:16]=[C:15]([F:19])[CH:14]=2)[N:9]([O:8][CH2:1][C:2]2[CH:7]=[CH:6][CH:5]=[CH:4][CH:3]=2)[C:10](=[O:27])[C:11]=1[C:21]1[CH:26]=[CH:25][CH:24]=[CH:23][CH:22]=1)(=[O:32])=[O:31], predict the reactants needed to synthesize it.